From a dataset of Peptide-MHC class I binding affinity with 185,985 pairs from IEDB/IMGT. Regression. Given a peptide amino acid sequence and an MHC pseudo amino acid sequence, predict their binding affinity value. This is MHC class I binding data. (1) The peptide sequence is YSYKAFIKY. The MHC is Mamu-A02 with pseudo-sequence Mamu-A02. The binding affinity (normalized) is 0.922. (2) The peptide sequence is IICEDAMYYA. The MHC is HLA-A02:06 with pseudo-sequence HLA-A02:06. The binding affinity (normalized) is 0.799.